From a dataset of Forward reaction prediction with 1.9M reactions from USPTO patents (1976-2016). Predict the product of the given reaction. (1) Given the reactants [N+:1]([C:4]1[CH:9]=[C:8]([N:10]2[CH2:14][CH2:13][CH2:12][CH2:11]2)[CH:7]=[CH:6][C:5]=1[C:15](=[S:17])[NH2:16])([O-:3])=[O:2].[CH:18]12[O:24][CH:23]1[CH2:22][CH2:21][CH2:20][C:19]2=O, predict the reaction product. The product is: [N+:1]([C:4]1[CH:9]=[C:8]([N:10]2[CH2:14][CH2:13][CH2:12][CH2:11]2)[CH:7]=[CH:6][C:5]=1[C:15]1[S:17][C:22]2[CH:23]([OH:24])[CH2:18][CH2:19][CH2:20][C:21]=2[N:16]=1)([O-:3])=[O:2]. (2) Given the reactants [CH:1]1([C:7]2[CH:8]=[C:9]([NH2:19])[CH:10]=[N:11][C:12]=2[O:13][CH2:14][C:15]([F:18])([F:17])[F:16])[CH2:6][CH2:5][CH2:4][CH2:3][CH2:2]1.[CH3:20][C:21]1[CH:22]=[C:23]([C:26](O)=[O:27])[NH:24][N:25]=1, predict the reaction product. The product is: [CH:1]1([C:7]2[CH:8]=[C:9]([NH:19][C:26]([C:23]3[NH:24][N:25]=[C:21]([CH3:20])[CH:22]=3)=[O:27])[CH:10]=[N:11][C:12]=2[O:13][CH2:14][C:15]([F:16])([F:17])[F:18])[CH2:2][CH2:3][CH2:4][CH2:5][CH2:6]1. (3) Given the reactants [NH:1]1[C:5]([C:6]2[N:11]=[C:10]([C:12]3[CH:13]=[C:14]([C:18](=O)[CH3:19])[CH:15]=[CH:16][CH:17]=3)[CH:9]=[CH:8][CH:7]=2)=[N:4][N:3]=[N:2]1.[S:21]1[C:25]2[CH:26]=[CH:27][CH:28]=[CH:29][C:24]=2[N:23]=[C:22]1[NH:30][NH2:31], predict the reaction product. The product is: [S:21]1[C:25]2[CH:26]=[CH:27][CH:28]=[CH:29][C:24]=2[N:23]=[C:22]1[NH:30][N:31]=[C:18]([C:14]1[CH:15]=[CH:16][CH:17]=[C:12]([C:10]2[CH:9]=[CH:8][CH:7]=[C:6]([C:5]3[NH:4][N:3]=[N:2][N:1]=3)[N:11]=2)[CH:13]=1)[CH3:19]. (4) The product is: [C:22]([C:21]1[CH:20]=[C:19]([CH:18]=[CH:17][C:16]=1[O:49][CH:46]([CH3:48])[CH3:47])[C:41]([O:42][CH3:34])=[O:44])#[N:14]. Given the reactants BrCC(C1C=CC(C[C@H](NC(=O)OC(C)(C)C)C[N:14]2[C:22](=O)[C:21]3[C:16](=[CH:17][CH:18]=[CH:19][CH:20]=3)C2=O)=CC=1)=O.Br[C:34]1C(N)=NC=CC=1.[C:41](=[O:44])(O)[O-:42].[Na+].[CH:46]([OH:49])([CH3:48])[CH3:47], predict the reaction product. (5) Given the reactants [NH2:1][C:2]1[C:10]2[C:9]([C:11]3[CH:16]=[CH:15][C:14]([F:17])=[C:13]([CH3:18])[CH:12]=3)=[N:8][C:7]([S:19][CH3:20])=[N:6][C:5]=2[S:4][C:3]=1[C:21](O)=[O:22].CN.C1C=CC2N(O)N=[N:32][C:30]=2C=1.CCN=C=NCCCN(C)C, predict the reaction product. The product is: [CH3:30][NH:32][C:21]([C:3]1[S:4][C:5]2[N:6]=[C:7]([S:19][CH3:20])[N:8]=[C:9]([C:11]3[CH:16]=[CH:15][C:14]([F:17])=[C:13]([CH3:18])[CH:12]=3)[C:10]=2[C:2]=1[NH2:1])=[O:22]. (6) Given the reactants [C:1]([C:3]1[CH:11]=[C:10]2[C:6]([CH2:7][C:8](=[O:12])[NH:9]2)=[CH:5][CH:4]=1)#[N:2].[Cl:13][C:14]1[N:19]=[CH:18][C:17]([S:20]([N:23]2[CH2:28][CH2:27][N:26]([CH3:29])[CH2:25][CH2:24]2)(=[O:22])=[O:21])=[CH:16][CH:15]=1, predict the reaction product. The product is: [NH3:2].[ClH:13].[OH:12][C:8]1[NH:9][C:10]2[C:6]([C:7]=1[C:14]1[CH:15]=[CH:16][C:17]([S:20]([N:23]3[CH2:28][CH2:27][N:26]([CH3:29])[CH2:25][CH2:24]3)(=[O:22])=[O:21])=[CH:18][N:19]=1)=[CH:5][CH:4]=[C:3]([C:1]#[N:2])[CH:11]=2.